Predict the reactants needed to synthesize the given product. From a dataset of Full USPTO retrosynthesis dataset with 1.9M reactions from patents (1976-2016). (1) Given the product [OH:11][NH:10][C:9]([C:7]1[CH:6]=[C:5]([CH3:13])[C:4]([CH2:14][CH2:15][C:16]([OH:18])=[O:17])=[C:3]([CH3:1])[CH:8]=1)=[NH:12], predict the reactants needed to synthesize it. The reactants are: [CH2:1]([C:3]1[CH:8]=[C:7]([C:9](=[NH:12])[NH:10][OH:11])[CH:6]=[C:5]([CH3:13])[C:4]=1[CH2:14][CH2:15][C:16]([OH:18])=[O:17])C.CC1C=C(C=C(C)C=1O)C=O. (2) Given the product [O:7]1[CH2:11][CH2:10][O:9][CH:8]1[C:12]1[CH:13]=[C:14]([C:23]2[N:28]=[C:27]([CH3:29])[N:26]=[C:25]([S:30][CH3:31])[N:24]=2)[C:15]([F:18])=[N:16][CH:17]=1, predict the reactants needed to synthesize it. The reactants are: O1CCOCC1.[O:7]1[CH2:11][CH2:10][O:9][CH:8]1[C:12]1[CH:13]=[C:14](B(O)O)[C:15]([F:18])=[N:16][CH:17]=1.Cl[C:23]1[N:28]=[C:27]([CH3:29])[N:26]=[C:25]([S:30][CH3:31])[N:24]=1.C([O-])([O-])=O.[Na+].[Na+]. (3) Given the product [CH2:7]([N:9]([CH2:24][CH3:25])[C:10]1[CH:15]=[CH:14][C:13]([C:16]2[N:21]=[C:20]([N:2]3[CH:6]=[CH:5][CH:4]=[N:3]3)[N:19]=[C:18]([N:2]3[CH:6]=[CH:5][CH:4]=[N:3]3)[N:17]=2)=[CH:12][CH:11]=1)[CH3:8], predict the reactants needed to synthesize it. The reactants are: [K].[NH:2]1[CH:6]=[CH:5][CH:4]=[N:3]1.[CH2:7]([N:9]([CH2:24][CH3:25])[C:10]1[CH:15]=[CH:14][C:13]([C:16]2[N:21]=[C:20](Cl)[N:19]=[C:18](Cl)[N:17]=2)=[CH:12][CH:11]=1)[CH3:8]. (4) Given the product [C:23]([NH:22][C:20]([C:18]1[O:19][C:15]([CH2:14][N:11]2[CH2:10][CH2:9][N:8]([C:6](=[O:7])[C:5]3[CH:27]=[CH:28][C:2]([NH:1][C:44]([NH:54][CH2:53][CH:52]([CH3:55])[CH3:51])=[O:50])=[C:3]([F:29])[CH:4]=3)[CH2:13][CH2:12]2)=[CH:16][CH:17]=1)=[O:21])([CH3:26])([CH3:24])[CH3:25], predict the reactants needed to synthesize it. The reactants are: [NH2:1][C:2]1[CH:28]=[CH:27][C:5]([C:6]([N:8]2[CH2:13][CH2:12][N:11]([CH2:14][C:15]3[O:19][C:18]([C:20]([NH:22][C:23]([CH3:26])([CH3:25])[CH3:24])=[O:21])=[CH:17][CH:16]=3)[CH2:10][CH2:9]2)=[O:7])=[CH:4][C:3]=1[F:29].C(N(CC)C(C)C)(C)C.ClC(O[C:44](=[O:50])OC(Cl)(Cl)Cl)(Cl)Cl.[CH3:51][CH:52]([CH3:55])[CH2:53][NH2:54]. (5) Given the product [CH2:1]([O:22][C:21]([C@H:17]1[CH2:18][CH2:19][CH2:20][N:16]1[C:14](=[O:15])[CH2:13][CH2:12][CH2:11][CH2:10][C:9]([N:5]1[CH2:6][CH2:7][CH2:8][C@@H:4]1[C:1]([O:3][CH2:9][CH2:10][CH2:11][CH3:12])=[O:2])=[O:24])=[O:23])[CH2:4][CH2:8][CH3:7], predict the reactants needed to synthesize it. The reactants are: [C:1]([C@H:4]1[CH2:8][CH2:7][CH2:6][N:5]1[C:9](=[O:24])[CH2:10][CH2:11][CH2:12][CH2:13][C:14]([N:16]1[CH2:20][CH2:19][CH2:18][C@@H:17]1[C:21]([OH:23])=[O:22])=[O:15])([OH:3])=[O:2]. (6) Given the product [Br:15][C:16]1[CH:17]=[CH:18][C:19]([O:20][CH:21]([C:22]([O:24][CH2:25][CH3:26])=[O:23])[C:5](=[O:11])[C:6]([O:8][CH2:9][CH3:10])=[O:7])=[CH:27][CH:28]=1, predict the reactants needed to synthesize it. The reactants are: CC[O-].[Na+].[C:5](OCC)(=[O:11])[C:6]([O:8][CH2:9][CH3:10])=[O:7].[Br:15][C:16]1[CH:28]=[CH:27][C:19]([O:20][CH2:21][C:22]([O:24][CH2:25][CH3:26])=[O:23])=[CH:18][CH:17]=1.O. (7) Given the product [CH:22]1([NH:21][C:19](=[O:20])[C:18]2[CH:25]=[CH:26][C:27]([CH3:28])=[C:16]([N:11]3[CH:10]=[C:9]([CH3:29])[C:8]4[C:13](=[CH:14][C:5]([O:4][CH2:3][CH2:2][N:40]([CH:45]([CH3:46])[CH3:56])[CH3:39])=[CH:6][CH:7]=4)[C:12]3=[O:15])[CH:17]=2)[CH2:24][CH2:23]1, predict the reactants needed to synthesize it. The reactants are: Cl[CH2:2][CH2:3][O:4][C:5]1[CH:14]=[C:13]2[C:8]([C:9]([CH3:29])=[CH:10][N:11]([C:16]3[CH:17]=[C:18]([CH:25]=[CH:26][C:27]=3[CH3:28])[C:19]([NH:21][CH:22]3[CH2:24][CH2:23]3)=[O:20])[C:12]2=[O:15])=[CH:7][CH:6]=1.BrCCOC1C=C2C(C(C)=[CH:39][N:40]([C:45]3[CH:46]=C(C=C[C:56]=3C)C(NC3CC3)=O)C2=O)=CC=1.[I-].[K+].CNC(C)C.